Dataset: NCI-60 drug combinations with 297,098 pairs across 59 cell lines. Task: Regression. Given two drug SMILES strings and cell line genomic features, predict the synergy score measuring deviation from expected non-interaction effect. (1) Drug 1: CN1CCC(CC1)COC2=C(C=C3C(=C2)N=CN=C3NC4=C(C=C(C=C4)Br)F)OC. Drug 2: C1=CC(=CC=C1C#N)C(C2=CC=C(C=C2)C#N)N3C=NC=N3. Cell line: 786-0. Synergy scores: CSS=12.4, Synergy_ZIP=0.307, Synergy_Bliss=2.88, Synergy_Loewe=2.33, Synergy_HSA=3.80. (2) Drug 1: CC(C1=C(C=CC(=C1Cl)F)Cl)OC2=C(N=CC(=C2)C3=CN(N=C3)C4CCNCC4)N. Drug 2: C1C(C(OC1N2C=NC(=NC2=O)N)CO)O. Cell line: UACC62. Synergy scores: CSS=12.2, Synergy_ZIP=-2.03, Synergy_Bliss=1.77, Synergy_Loewe=-2.59, Synergy_HSA=1.67. (3) Drug 1: CC1=C(C=C(C=C1)NC2=NC=CC(=N2)N(C)C3=CC4=NN(C(=C4C=C3)C)C)S(=O)(=O)N.Cl. Drug 2: CC1CCC2CC(C(=CC=CC=CC(CC(C(=O)C(C(C(=CC(C(=O)CC(OC(=O)C3CCCCN3C(=O)C(=O)C1(O2)O)C(C)CC4CCC(C(C4)OC)O)C)C)O)OC)C)C)C)OC. Cell line: HS 578T. Synergy scores: CSS=38.9, Synergy_ZIP=16.2, Synergy_Bliss=17.9, Synergy_Loewe=5.21, Synergy_HSA=16.2. (4) Drug 1: C1CC(=O)NC(=O)C1N2CC3=C(C2=O)C=CC=C3N. Drug 2: CC12CCC3C(C1CCC2=O)CC(=C)C4=CC(=O)C=CC34C. Cell line: NCI-H322M. Synergy scores: CSS=19.9, Synergy_ZIP=-9.21, Synergy_Bliss=-6.24, Synergy_Loewe=-14.6, Synergy_HSA=-5.78. (5) Drug 1: CC1=C(C=C(C=C1)NC(=O)C2=CC=C(C=C2)CN3CCN(CC3)C)NC4=NC=CC(=N4)C5=CN=CC=C5. Drug 2: CNC(=O)C1=NC=CC(=C1)OC2=CC=C(C=C2)NC(=O)NC3=CC(=C(C=C3)Cl)C(F)(F)F. Cell line: SNB-75. Synergy scores: CSS=-2.80, Synergy_ZIP=-0.424, Synergy_Bliss=-4.08, Synergy_Loewe=-1.89, Synergy_HSA=-5.48. (6) Drug 1: C1=CC(=CC=C1CCCC(=O)O)N(CCCl)CCCl. Drug 2: CC1=C(C=C(C=C1)NC(=O)C2=CC=C(C=C2)CN3CCN(CC3)C)NC4=NC=CC(=N4)C5=CN=CC=C5. Cell line: MOLT-4. Synergy scores: CSS=49.9, Synergy_ZIP=0.564, Synergy_Bliss=-0.310, Synergy_Loewe=-5.44, Synergy_HSA=0.0627.